Predict the reaction yield, written as a fraction of the theoretical maximum amount of product (1.0 means a 100% yield; for example, 0.34 means a 34% yield). From a dataset of Reaction yield outcomes from USPTO patents with 853,638 reactions. (1) The reactants are [O:1]1[C:5]2[CH:6]=[CH:7][C:8]([C:10]3[CH:11]=[C:12]([C:26](=[O:29])[CH2:27][CH3:28])[CH:13]=[C:14]([O:16]CC4C=CC(OC)=CC=4)[CH:15]=3)=[CH:9][C:4]=2[O:3][CH2:2]1. The catalyst is C(O)(=O)C. The product is [O:1]1[C:5]2[CH:6]=[CH:7][C:8]([C:10]3[CH:11]=[C:12]([C:26](=[O:29])[CH2:27][CH3:28])[CH:13]=[C:14]([OH:16])[CH:15]=3)=[CH:9][C:4]=2[O:3][CH2:2]1. The yield is 0.300. (2) The reactants are [CH3:1][C:2]([O:13][CH2:14][C@H:15]1[CH2:17][O:16]1)([CH3:12])[CH2:3][N:4]1[CH:8]=[CH:7][C:6]([N+:9]([O-])=O)=[N:5]1.C(OCC)(=O)C.[H][H]. The catalyst is C(O)C. The product is [CH3:12][C:2]([O:13][CH2:14][C@H:15]1[CH2:17][O:16]1)([CH3:1])[CH2:3][N:4]1[CH:8]=[CH:7][C:6]([NH2:9])=[N:5]1. The yield is 1.00. (3) The reactants are [Br:1][C:2]1[CH:3]=[N:4][N:5]([CH3:18])[C:6]=1[C:7]1[CH:12]=[C:11]([N+:13]([O-])=O)[CH:10]=[CH:9][C:8]=1[O:16][CH3:17].O.O.Cl[Sn]Cl.CCOC(C)=O.CCCCCC. The catalyst is CCO. The product is [Br:1][C:2]1[CH:3]=[N:4][N:5]([CH3:18])[C:6]=1[C:7]1[CH:12]=[C:11]([NH2:13])[CH:10]=[CH:9][C:8]=1[O:16][CH3:17]. The yield is 0.880. (4) The reactants are [F:1][C:2]([F:29])([F:28])[C:3]1[CH:4]=[C:5]([NH:13][C:14](=[O:27])[C:15]2[CH:20]=[C:19]([S:21](=[O:24])(=[O:23])[NH2:22])[CH:18]=[CH:17][C:16]=2[O:25][CH3:26])[CH:6]=[C:7]([C:9]([F:12])([F:11])[F:10])[CH:8]=1.CO[CH:32]1[CH2:36][CH2:35][CH:34](OC)O1.C(O)(=O)C. The catalyst is O. The product is [F:29][C:2]([F:1])([F:28])[C:3]1[CH:4]=[C:5]([NH:13][C:14](=[O:27])[C:15]2[CH:20]=[C:19]([S:21]([N:22]3[CH:32]=[CH:36][CH:35]=[CH:34]3)(=[O:23])=[O:24])[CH:18]=[CH:17][C:16]=2[O:25][CH3:26])[CH:6]=[C:7]([C:9]([F:12])([F:10])[F:11])[CH:8]=1. The yield is 0.886. (5) The reactants are [F:1][C:2]1[CH:3]=[C:4]([CH2:8][C:9]#[N:10])[CH:5]=[CH:6][CH:7]=1.Br[CH2:12][CH2:13][CH2:14][CH2:15][CH2:16]Br.[H-].[Na+]. The catalyst is CN(C=O)C. The product is [F:1][C:2]1[CH:3]=[C:4]([C:8]2([C:9]#[N:10])[CH2:16][CH2:15][CH2:14][CH2:13][CH2:12]2)[CH:5]=[CH:6][CH:7]=1. The yield is 0.670.